From a dataset of Forward reaction prediction with 1.9M reactions from USPTO patents (1976-2016). Predict the product of the given reaction. (1) Given the reactants [F:1][C:2]([F:7])([F:6])[CH2:3][CH2:4][OH:5].[H-].[Na+].Cl[C:11]1[CH:12]=[CH:13][C:14]2[N:15]([C:17]([C:20]([O:22][CH2:23][CH3:24])=[O:21])=[CH:18][N:19]=2)[N:16]=1, predict the reaction product. The product is: [F:1][C:2]([F:7])([F:6])[CH2:3][CH2:4][O:5][C:11]1[CH:12]=[CH:13][C:14]2[N:15]([C:17]([C:20]([O:22][CH2:23][CH3:24])=[O:21])=[CH:18][N:19]=2)[N:16]=1. (2) Given the reactants Br[C:2]1[CH:8]=[CH:7][C:6]([N+:9]([O-:11])=[O:10])=[CH:5][C:3]=1[NH2:4].C(O[C:15]([S-:17])=[S:16])C.[K+], predict the reaction product. The product is: [SH:17][C:15]1[S:16][C:2]2[CH:8]=[CH:7][C:6]([N+:9]([O-:11])=[O:10])=[CH:5][C:3]=2[N:4]=1. (3) Given the reactants Br[C:2]1[CH:7]=[C:6]([C:8]([F:11])([F:10])[F:9])[C:5]([NH2:12])=[C:4]([N+:13]([O-:15])=[O:14])[CH:3]=1.[F:16][C:17]([F:28])([F:27])[C:18]1[CH:23]=[CH:22][CH:21]=[CH:20][C:19]=1B(O)O, predict the reaction product. The product is: [N+:13]([C:4]1[C:5]([NH2:12])=[C:6]([C:8]([F:11])([F:10])[F:9])[CH:7]=[C:2]([C:19]2[CH:20]=[CH:21][CH:22]=[CH:23][C:18]=2[C:17]([F:28])([F:27])[F:16])[CH:3]=1)([O-:15])=[O:14]. (4) Given the reactants [CH:1]1([C:6]([NH:8][C:9]2[CH:14]=[CH:13][CH:12]=[C:11]([C:15]3[C:23]4[C:18](=[CH:19][CH:20]=[C:21]([C:24]5[N:28]=[CH:27][N:26](C(C6C=CC=CC=6)(C6C=CC=CC=6)C6C=CC=CC=6)[N:25]=5)[CH:22]=4)[N:17](C4CCCCO4)[N:16]=3)[CH:10]=2)=[O:7])[CH2:5][CH2:4][CH2:3][CH2:2]1, predict the reaction product. The product is: [NH:26]1[CH:27]=[N:28][C:24]([C:21]2[CH:22]=[C:23]3[C:18](=[CH:19][CH:20]=2)[NH:17][N:16]=[C:15]3[C:11]2[CH:10]=[C:9]([NH:8][C:6]([CH:1]3[CH2:2][CH2:3][CH2:4][CH2:5]3)=[O:7])[CH:14]=[CH:13][CH:12]=2)=[N:25]1. (5) Given the reactants [NH2:1][C:2]1[CH:7]=[CH:6][CH:5]=[CH:4][CH:3]=1.C[Al](C)C.[F:12][C:13]1[C:34]([NH:35][S:36]([CH2:39][CH2:40][CH3:41])(=[O:38])=[O:37])=[CH:33][CH:32]=[C:31]([F:42])[C:14]=1[C:15]([NH:17][C:18]1[CH:19]=[C:20]2[C:26]([C:27](OC)=[O:28])=[CH:25][NH:24][C:21]2=[N:22][CH:23]=1)=[O:16], predict the reaction product. The product is: [F:12][C:13]1[C:34]([NH:35][S:36]([CH2:39][CH2:40][CH3:41])(=[O:37])=[O:38])=[CH:33][CH:32]=[C:31]([F:42])[C:14]=1[C:15]([NH:17][C:18]1[CH:19]=[C:20]2[C:26]([C:27]([NH:1][C:2]3[CH:7]=[CH:6][CH:5]=[CH:4][CH:3]=3)=[O:28])=[CH:25][NH:24][C:21]2=[N:22][CH:23]=1)=[O:16]. (6) Given the reactants [C:1]1([S:7]([Cl:10])(=[O:9])=[O:8])[CH:6]=[CH:5][CH:4]=[CH:3][CH:2]=1.[NH:11]1[CH2:15][CH2:14][C@@H:13]([NH:16]C(=O)OC(C)(C)C)[CH2:12]1.C(=O)([O-])[O-].[K+].[K+].C(#N)C, predict the reaction product. The product is: [ClH:10].[C:1]1([S:7]([N:11]2[CH2:15][CH2:14][C@@H:13]([NH2:16])[CH2:12]2)(=[O:9])=[O:8])[CH:6]=[CH:5][CH:4]=[CH:3][CH:2]=1. (7) Given the reactants [CH:1]([C:3]1[C:12](=[O:13])[C:11]2[C:6](=[CH:7][CH:8]=[C:9]([CH3:14])[CH:10]=2)[O:5][CH:4]=1)=O.[CH2:15]([O:17][C:18]([C:20]#[C:21][C:22]([O:24][CH2:25][CH3:26])=[O:23])=[O:19])[CH3:16].C1(P(C2C=CC=CC=2)C2C=CC=CC=2)C=CC=CC=1.[CH3:46][O:47][C:48]1[CH:59]=[C:58]2[C:51]([NH:52][CH:53]=[C:54]2[CH2:55][CH2:56][NH2:57])=[CH:50][CH:49]=1, predict the reaction product. The product is: [CH2:25]([O:24][C:22]([C:21]1[C:20]2([C:18]([O:17][CH2:15][CH3:16])=[O:19])[N:57]([CH2:56][CH2:55][C:54]3[C:58]4[C:51](=[CH:50][CH:49]=[C:48]([O:47][CH3:46])[CH:59]=4)[NH:52][C:53]=32)[CH:4]=[C:3]([C:12](=[O:13])[C:11]2[CH:10]=[C:9]([CH3:14])[CH:8]=[CH:7][C:6]=2[OH:5])[CH:1]=1)=[O:23])[CH3:26].